This data is from Catalyst prediction with 721,799 reactions and 888 catalyst types from USPTO. The task is: Predict which catalyst facilitates the given reaction. (1) Reactant: CC1[N:3]([C:8]2[N:13]=[CH:12][C:11]([C:14]([C:18]3[CH:23]=[CH:22][C:21]([C:24]4[S:25][CH:26]=[CH:27][N:28]=4)=[CH:20][CH:19]=3)(O)[CH2:15][CH3:16])=[CH:10][CH:9]=2)C(C)=CC=1.Cl.[OH-].[Na+]. Product: [S:25]1[CH:26]=[CH:27][N:28]=[C:24]1[C:21]1[CH:20]=[CH:19][C:18](/[C:14](/[C:11]2[CH:10]=[CH:9][C:8]([NH2:3])=[N:13][CH:12]=2)=[CH:15]/[CH3:16])=[CH:23][CH:22]=1. The catalyst class is: 5. (2) The catalyst class is: 315. Product: [N:1]1[CH:6]=[CH:5][C:4]([CH2:7][CH2:8][C:9]([OH:11])=[O:10])=[CH:3][CH:2]=1. Reactant: [N:1]1[CH:6]=[CH:5][C:4]([CH2:7][CH2:8][C:9]([O:11]CC)=[O:10])=[CH:3][CH:2]=1.[OH-].[K+].Cl. (3) Reactant: Br[C:2]1[CH:3]=[C:4]2[C:10]([C:11]3[CH:16]=[C:15]([CH2:17][CH3:18])[N:14]=[C:13]([NH2:19])[N:12]=3)=[CH:9][NH:8][C:5]2=[N:6][CH:7]=1.C[C:21]1[C:25](B2OC(C)(C)C(C)(C)O2)=[CH:24][NH:23][N:22]=1.[C:35]([O-])([O-])=O.[Na+].[Na+]. Product: [CH2:17]([C:15]1[CH:16]=[C:11]([C:10]2[C:4]3[C:5](=[N:6][CH:7]=[C:2]([C:25]4[CH:21]=[N:22][N:23]([CH3:35])[CH:24]=4)[CH:3]=3)[NH:8][CH:9]=2)[N:12]=[C:13]([NH2:19])[N:14]=1)[CH3:18]. The catalyst class is: 128. (4) Reactant: [CH2:1]([O:11][C:12]1[CH:13]=[C:14]([N:18]2[C:22]([CH3:23])=[CH:21][CH:20]=[C:19]2[C:24]2[CH:29]=[CH:28][C:27]([OH:30])=[CH:26][CH:25]=2)[CH:15]=[CH:16][CH:17]=1)[CH2:2][CH2:3][CH2:4][CH2:5][CH2:6][CH2:7][CH2:8][CH2:9][CH3:10].O[C@@H:32]([CH2:38][C:39]1[CH:44]=[CH:43][CH:42]=[CH:41][CH:40]=1)[C:33]([O:35][CH2:36][CH3:37])=[O:34].C1(P(C2C=CC=CC=2)C2C=CC=CC=2)C=CC=CC=1.N(C(N1CCCCC1)=O)=NC(N1CCCCC1)=O. Product: [CH2:1]([O:11][C:12]1[CH:13]=[C:14]([N:18]2[C:22]([CH3:23])=[CH:21][CH:20]=[C:19]2[C:24]2[CH:25]=[CH:26][C:27]([O:30][C@H:32]([CH2:38][C:39]3[CH:40]=[CH:41][CH:42]=[CH:43][CH:44]=3)[C:33]([O:35][CH2:36][CH3:37])=[O:34])=[CH:28][CH:29]=2)[CH:15]=[CH:16][CH:17]=1)[CH2:2][CH2:3][CH2:4][CH2:5][CH2:6][CH2:7][CH2:8][CH2:9][CH3:10]. The catalyst class is: 93. (5) Product: [NH2:29][C:16]1[CH:17]=[C:18]([C:21]2[CH:26]=[CH:25][CH:24]=[CH:23][C:22]=2[O:27][CH3:28])[CH:19]=[CH:20][C:15]=1[C:13]([NH:12][C@@H:7]([CH:1]1[CH2:6][CH2:5][CH2:4][CH2:3][CH2:2]1)[C:8]([O:10][CH3:11])=[O:9])=[O:14]. The catalyst class is: 63. Reactant: [CH:1]1([C@H:7]([NH:12][C:13]([C:15]2[CH:20]=[CH:19][C:18]([C:21]3[CH:26]=[CH:25][CH:24]=[CH:23][C:22]=3[O:27][CH3:28])=[CH:17][C:16]=2[N+:29]([O-])=O)=[O:14])[C:8]([O:10][CH3:11])=[O:9])[CH2:6][CH2:5][CH2:4][CH2:3][CH2:2]1. (6) Reactant: [CH3:1][S:2][CH2:3][CH2:4][O:5][C:6]1[CH:7]=[N:8][C:9]([NH2:12])=[N:10][CH:11]=1.[CH:13]1([CH2:18][N:19]([CH2:30][CH3:31])[C:20]2[C:21]([CH:28]=O)=[N:22][C:23]([O:26][CH3:27])=[CH:24][CH:25]=2)[CH2:17][CH2:16][CH2:15][CH2:14]1.C(O[BH-](OC(=O)C)OC(=O)C)(=O)C.[Na+].O. Product: [CH:13]1([CH2:18][N:19]([CH2:30][CH3:31])[C:20]2[C:21]([CH2:28][NH:12][C:9]3[N:8]=[CH:7][C:6]([O:5][CH2:4][CH2:3][S:2][CH3:1])=[CH:11][N:10]=3)=[N:22][C:23]([O:26][CH3:27])=[CH:24][CH:25]=2)[CH2:14][CH2:15][CH2:16][CH2:17]1. The catalyst class is: 26. (7) Reactant: [CH3:1][O:2][C:3]([C@@H:5]([N:13]1[CH2:21][C:17]2[CH:18]=[CH:19][S:20][C:16]=2[CH2:15][CH2:14]1)[C:6]1[CH:7]=[CH:8][CH:9]=[CH:10][C:11]=1[Cl:12])=[O:4].[C:22]1([S:28]([OH:31])(=[O:30])=[O:29])[CH:27]=[CH:26][CH:25]=[CH:24][CH:23]=1. Product: [CH3:1][O:2][C:3]([C@@H:5]([N:13]1[CH2:21][C:17]2[CH:18]=[CH:19][S:20][C:16]=2[CH2:15][CH2:14]1)[C:6]1[C:11]([Cl:12])=[CH:10][CH:9]=[CH:8][CH:7]=1)=[O:4].[CH:25]1[CH:26]=[CH:27][C:22]([S:28]([OH:31])(=[O:30])=[O:29])=[CH:23][CH:24]=1. The catalyst class is: 5. (8) Reactant: [Br:1][C:2]1[C:3]([C:20]#[N:21])=[N:4][N:5]([CH3:19])[C:6]=1[CH2:7][N:8]1[C:16](=[O:17])C2C(=CC=CC=2)C1=O.C(OC([O:24][C:25]([CH3:28])([CH3:27])[CH3:26])=O)([O:24][C:25]([CH3:28])([CH3:27])[CH3:26])=O. The catalyst class is: 4. Product: [Br:1][C:2]1[C:3]([C:20]#[N:21])=[N:4][N:5]([CH3:19])[C:6]=1[CH2:7][NH:8][C:16](=[O:17])[O:24][C:25]([CH3:28])([CH3:27])[CH3:26].